From a dataset of Peptide-MHC class I binding affinity with 185,985 pairs from IEDB/IMGT. Regression. Given a peptide amino acid sequence and an MHC pseudo amino acid sequence, predict their binding affinity value. This is MHC class I binding data. (1) The peptide sequence is ATLMKTSCSK. The MHC is H-2-Dd with pseudo-sequence H-2-Dd. The binding affinity (normalized) is 0. (2) The peptide sequence is LVGGREWSY. The MHC is HLA-A26:03 with pseudo-sequence HLA-A26:03. The binding affinity (normalized) is 0.0847. (3) The peptide sequence is QFLAPDDRY. The MHC is HLA-A29:02 with pseudo-sequence HLA-A29:02. The binding affinity (normalized) is 0.872. (4) The peptide sequence is GYVIGCYGSL. The MHC is Patr-A0901 with pseudo-sequence Patr-A0901. The binding affinity (normalized) is 0.230. (5) The peptide sequence is SLYSILSPFL. The MHC is HLA-A31:01 with pseudo-sequence HLA-A31:01. The binding affinity (normalized) is 0.201.